Dataset: Reaction yield outcomes from USPTO patents with 853,638 reactions. Task: Predict the reaction yield, written as a fraction of the theoretical maximum amount of product (1.0 means a 100% yield; for example, 0.34 means a 34% yield). (1) The reactants are Cl[C:2]1[C:7]([CH:8]=[O:9])=[C:6]([N:10]2[C:22](=[O:23])[C:14]3=[CH:15][N:16]4[C:21]([CH2:20][CH2:19][CH2:18][CH2:17]4)=[C:13]3[CH:12]=[N:11]2)[N:5]=[CH:4][CH:3]=1.[CH3:24][N:25]1[CH:30]=[C:29](B2OC(C)(C)C(C)(C)O2)[CH:28]=[C:27]([NH:40][C:41]2[CH:50]=[C:44]3[CH2:45][N:46]([CH3:49])[CH2:47][CH2:48][N:43]3[N:42]=2)[C:26]1=[O:51].C([O-])(=O)C.[Na+].[O-]P([O-])([O-])=O.[K+].[K+].[K+]. The catalyst is C1C=CC(P(C2C=CC=CC=2)[C-]2C=CC=C2)=CC=1.C1C=CC(P(C2C=CC=CC=2)[C-]2C=CC=C2)=CC=1.Cl[Pd]Cl.[Fe+2].O.C(#N)C. The product is [CH3:24][N:25]1[C:26](=[O:51])[C:27]([NH:40][C:41]2[CH:50]=[C:44]3[CH2:45][N:46]([CH3:49])[CH2:47][CH2:48][N:43]3[N:42]=2)=[CH:28][C:29]([C:2]2[C:7]([CH:8]=[O:9])=[C:6]([N:10]3[C:22](=[O:23])[C:14]4=[CH:15][N:16]5[C:21]([CH2:20][CH2:19][CH2:18][CH2:17]5)=[C:13]4[CH:12]=[N:11]3)[N:5]=[CH:4][CH:3]=2)=[CH:30]1. The yield is 0.620. (2) The reactants are C[O:2][C:3](=[O:20])[CH:4]([CH3:19])[CH2:5][NH:6][C:7]([O:9][CH2:10][C:11]1[CH:16]=[CH:15][C:14]([O:17][CH3:18])=[CH:13][CH:12]=1)=[O:8].[OH-].[Li+]. The catalyst is CO. The product is [CH3:18][O:17][C:14]1[CH:13]=[CH:12][C:11]([CH2:10][O:9][C:7]([NH:6][CH2:5][CH:4]([CH3:19])[C:3]([OH:20])=[O:2])=[O:8])=[CH:16][CH:15]=1. The yield is 0.970. (3) The reactants are [C:1]([NH:6][C:7]1[CH:8]=[C:9]([CH:13]2[CH2:18][CH2:17][N:16](C(OC(C)(C)C)=O)[CH2:15][CH2:14]2)[CH:10]=[CH:11][CH:12]=1)(=[O:5])[CH:2]([CH3:4])[CH3:3].Cl. The catalyst is O1CCOCC1. The product is [CH3:3][CH:2]([CH3:4])[C:1]([NH:6][C:7]1[CH:12]=[CH:11][CH:10]=[C:9]([CH:13]2[CH2:18][CH2:17][NH:16][CH2:15][CH2:14]2)[CH:8]=1)=[O:5]. The yield is 0.460. (4) The reactants are [Cl:1][C:2]1[C:3]([F:43])=[C:4]([C@@H:8]2[C@:12]([C:15]3[CH:20]=[CH:19][C:18]([Cl:21])=[CH:17][C:16]=3[F:22])([C:13]#[N:14])[C@H:11]([CH2:23][C:24]([CH3:27])([CH3:26])[CH3:25])[NH:10][C@H:9]2[C:28]([NH:30][C:31]2[CH:36]=[CH:35][C:34]([CH2:37][CH2:38][C:39]([O:41]C)=[O:40])=[CH:33][CH:32]=2)=[O:29])[CH:5]=[CH:6][CH:7]=1.O.[OH-].[Li+].Cl. The catalyst is C1COCC1.O. The product is [Cl:1][C:2]1[C:3]([F:43])=[C:4]([C@@H:8]2[C@:12]([C:15]3[CH:20]=[CH:19][C:18]([Cl:21])=[CH:17][C:16]=3[F:22])([C:13]#[N:14])[C@H:11]([CH2:23][C:24]([CH3:27])([CH3:26])[CH3:25])[NH:10][C@H:9]2[C:28]([NH:30][C:31]2[CH:32]=[CH:33][C:34]([CH2:37][CH2:38][C:39]([OH:41])=[O:40])=[CH:35][CH:36]=2)=[O:29])[CH:5]=[CH:6][CH:7]=1. The yield is 1.00.